This data is from Full USPTO retrosynthesis dataset with 1.9M reactions from patents (1976-2016). The task is: Predict the reactants needed to synthesize the given product. Given the product [NH2:27][CH:24]1[CH2:23][CH2:22][CH:21]([NH:20][C@@H:18]2[CH2:19][C@H:17]2[C:14]2[CH:13]=[CH:12][C:11]([NH:10][C:6]3[CH:5]=[C:4]([CH:9]=[CH:8][CH:7]=3)[C:2]#[N:3])=[N:16][CH:15]=2)[CH2:26][CH2:25]1, predict the reactants needed to synthesize it. The reactants are: Cl.[C:2]([C:4]1[CH:5]=[C:6]([NH:10][C:11]2[N:16]=[CH:15][C:14]([C@@H:17]3[CH2:19][C@H:18]3[NH:20][CH:21]3[CH2:26][CH2:25][CH:24]([NH:27]C(=O)OC(C)(C)C)[CH2:23][CH2:22]3)=[CH:13][CH:12]=2)[CH:7]=[CH:8][CH:9]=1)#[N:3].